Predict the reactants needed to synthesize the given product. From a dataset of Full USPTO retrosynthesis dataset with 1.9M reactions from patents (1976-2016). (1) Given the product [F:1][C:2]1[C:3]([N:18]2[CH:22]=[CH:21][N:20]=[N:19]2)=[C:4]([CH:8]=[CH:9][CH:10]=1)[C:5]([OH:7])=[O:6], predict the reactants needed to synthesize it. The reactants are: [F:1][C:2]1[C:3](I)=[C:4]([CH:8]=[CH:9][CH:10]=1)[C:5]([OH:7])=[O:6].C([O-])([O-])=O.[Cs+].[Cs+].[N:18]1[NH:19][N:20]=[CH:21][CH:22]=1.CN(C)[C@@H]1CCCC[C@H]1N. (2) Given the product [CH:1]([C:4]1[C:12]([CH:13]([OH:17])[CH:14]([CH3:16])[CH3:15])=[C:7]2[CH:8]=[CH:9][CH:10]=[CH:11][N:6]2[N:5]=1)([CH3:3])[CH3:2], predict the reactants needed to synthesize it. The reactants are: [CH:1]([C:4]1[C:12]([C:13](=[O:17])[CH:14]([CH3:16])[CH3:15])=[C:7]2[CH:8]=[CH:9][CH:10]=[CH:11][N:6]2[N:5]=1)([CH3:3])[CH3:2].[BH4-].[Na+]. (3) Given the product [C:1]([O:5][C@@H:6]([C:12]1[C:13]([CH3:44])=[N:14][C:15]2[N:16]([N:26]=[C:27]([C:29]3[S:54][C:32]([CH2:33][CH2:34][C:35]4[CH:40]=[CH:39][C:38]([F:41])=[CH:37][CH:36]=4)=[CH:31][N:30]=3)[CH:28]=2)[C:17]=1[N:18]1[CH2:23][CH2:22][C:21]([CH3:25])([CH3:24])[CH2:20][CH2:19]1)[C:7]([OH:9])=[O:8])([CH3:4])([CH3:3])[CH3:2], predict the reactants needed to synthesize it. The reactants are: [C:1]([O:5][C@@H:6]([C:12]1[C:13]([CH3:44])=[N:14][C:15]2[N:16]([N:26]=[C:27]([C:29](=O)[NH:30][CH2:31][C:32](=O)[CH2:33][CH2:34][C:35]3[CH:40]=[CH:39][C:38]([F:41])=[CH:37][CH:36]=3)[CH:28]=2)[C:17]=1[N:18]1[CH2:23][CH2:22][C:21]([CH3:25])([CH3:24])[CH2:20][CH2:19]1)[C:7]([O:9]CC)=[O:8])([CH3:4])([CH3:3])[CH3:2].COC1C=CC(P2(SP(C3C=CC(OC)=CC=3)(=S)S2)=[S:54])=CC=1. (4) The reactants are: [CH3:1][O:2][C:3]1[CH:4]=[C:5]2[O:9][C:8]([C:10]3[N:11]=[C:12]4[N:16]([CH:17]=3)[N:15]=[C:14]([O:18][CH3:19])[S:13]4)=[CH:7][C:6]2=[C:20]([OH:22])[CH:21]=1.[CH3:23][O:24][C:25]1[CH:47]=[C:46]([O:48][CH3:49])[CH:45]=[CH:44][C:26]=1[CH2:27][N:28]([C:36]1[S:37][C:38]([CH3:43])=[C:39]([CH2:41]O)[N:40]=1)[C:29](=[O:35])[O:30][C:31]([CH3:34])([CH3:33])[CH3:32].C(P(CCCC)CCCC)CCC.N(C(N1CCCCC1)=O)=NC(N1CCCCC1)=O. Given the product [CH3:23][O:24][C:25]1[CH:47]=[C:46]([O:48][CH3:49])[CH:45]=[CH:44][C:26]=1[CH2:27][N:28]([C:36]1[S:37][C:38]([CH3:43])=[C:39]([CH2:41][O:22][C:20]2[C:6]3[CH:7]=[C:8]([C:10]4[N:11]=[C:12]5[N:16]([CH:17]=4)[N:15]=[C:14]([O:18][CH3:19])[S:13]5)[O:9][C:5]=3[CH:4]=[C:3]([O:2][CH3:1])[CH:21]=2)[N:40]=1)[C:29](=[O:35])[O:30][C:31]([CH3:34])([CH3:33])[CH3:32], predict the reactants needed to synthesize it.